Dataset: Forward reaction prediction with 1.9M reactions from USPTO patents (1976-2016). Task: Predict the product of the given reaction. (1) The product is: [C:1]([OH:9])(=[O:8])[C:2]1[CH:7]=[CH:6][CH:5]=[CH:4][CH:3]=1. Given the reactants [C:1]([O-:9])(=[O:8])[C:2]1[CH:7]=[CH:6][CH:5]=[CH:4][CH:3]=1.C1COCC1.O[Li].O, predict the reaction product. (2) Given the reactants [CH3:1][C:2]1[C:6]([C:7]2[CH:12]=[CH:11][CH:10]=[CH:9][CH:8]=2)=[CH:5][NH:4][N:3]=1.[Mn]([O-])(=O)(=O)=[O:14].[K+].[OH2:19], predict the reaction product. The product is: [C:7]1([C:6]2[C:2]([C:1]([OH:14])=[O:19])=[N:3][NH:4][CH:5]=2)[CH:8]=[CH:9][CH:10]=[CH:11][CH:12]=1. (3) Given the reactants [CH3:1][CH:2]([CH3:17])[CH2:3][CH2:4][S:5][C:6]1[CH:11]=[CH:10][CH:9]=[CH:8][C:7]=1/[CH:12]=[CH:13]/[C:14]([OH:16])=O.[NH2:18][CH:19]1[CH2:24][CH2:23][CH:22]([OH:25])[CH2:21][CH2:20]1, predict the reaction product. The product is: [OH:25][CH:22]1[CH2:23][CH2:24][CH:19]([NH:18][C:14](=[O:16])/[CH:13]=[CH:12]/[C:7]2[CH:8]=[CH:9][CH:10]=[CH:11][C:6]=2[S:5][CH2:4][CH2:3][CH:2]([CH3:1])[CH3:17])[CH2:20][CH2:21]1. (4) The product is: [N:3]1([CH:8]2[CH2:16][C:15]3[C:10](=[CH:11][CH:12]=[C:13]([O:17][C:19]4[N:20]=[CH:21][C:22]([C:25]([O:27][CH3:28])=[O:26])=[N:23][CH:24]=4)[CH:14]=3)[CH2:9]2)[CH2:7][CH2:6][CH2:5][CH2:4]1. Given the reactants [H-].[Na+].[N:3]1([CH:8]2[CH2:16][C:15]3[C:10](=[CH:11][CH:12]=[C:13]([OH:17])[CH:14]=3)[CH2:9]2)[CH2:7][CH2:6][CH2:5][CH2:4]1.Cl[C:19]1[N:20]=[CH:21][C:22]([C:25]([O:27][CH3:28])=[O:26])=[N:23][CH:24]=1, predict the reaction product. (5) Given the reactants [CH:1]12[CH2:11][CH2:10][CH:7]([CH:8]=[CH:9]1)[CH:6]1[CH:2]2[C:3](=[O:13])[O:4][C:5]1=[O:12], predict the reaction product. The product is: [CH:7]12[CH2:8][CH2:9][CH:1]([CH2:11][CH2:10]1)[CH:2]1[CH:6]2[C:5](=[O:12])[O:4][C:3]1=[O:13]. (6) Given the reactants [CH3:1][N:2]1[C:14]2[CH2:13][CH2:12][CH2:11][C:10](=[O:15])[C:9]=2[C:8]2[C:3]1=[CH:4][CH:5]=[CH:6][CH:7]=2.[CH3:16][C:17]1[NH:18][CH:19]=[CH:20][N:21]=1.[CH3:22]N(CN(C)C)C.[Cl:29][Si](C)(C)C, predict the reaction product. The product is: [OH2:15].[OH2:15].[ClH:29].[CH3:1][N:2]1[C:14]2[CH2:13][CH2:12][CH:11]([CH2:22][N:18]3[CH:19]=[CH:20][N:21]=[C:17]3[CH3:16])[C:10](=[O:15])[C:9]=2[C:8]2[C:3]1=[CH:4][CH:5]=[CH:6][CH:7]=2.